Task: Regression. Given two drug SMILES strings and cell line genomic features, predict the synergy score measuring deviation from expected non-interaction effect.. Dataset: NCI-60 drug combinations with 297,098 pairs across 59 cell lines (1) Drug 1: COC1=CC(=CC(=C1O)OC)C2C3C(COC3=O)C(C4=CC5=C(C=C24)OCO5)OC6C(C(C7C(O6)COC(O7)C8=CC=CS8)O)O. Drug 2: CCCS(=O)(=O)NC1=C(C(=C(C=C1)F)C(=O)C2=CNC3=C2C=C(C=N3)C4=CC=C(C=C4)Cl)F. Cell line: OVCAR3. Synergy scores: CSS=25.1, Synergy_ZIP=-8.20, Synergy_Bliss=1.49, Synergy_Loewe=-10.1, Synergy_HSA=0.448. (2) Drug 1: CN1CCC(CC1)COC2=C(C=C3C(=C2)N=CN=C3NC4=C(C=C(C=C4)Br)F)OC. Drug 2: C(CC(=O)O)C(=O)CN.Cl. Cell line: RXF 393. Synergy scores: CSS=11.8, Synergy_ZIP=-1.77, Synergy_Bliss=2.89, Synergy_Loewe=-1.69, Synergy_HSA=3.78. (3) Drug 1: CC1=C2C(C(=O)C3(C(CC4C(C3C(C(C2(C)C)(CC1OC(=O)C(C(C5=CC=CC=C5)NC(=O)OC(C)(C)C)O)O)OC(=O)C6=CC=CC=C6)(CO4)OC(=O)C)OC)C)OC. Drug 2: CN(CCCl)CCCl.Cl. Cell line: PC-3. Synergy scores: CSS=31.0, Synergy_ZIP=-6.37, Synergy_Bliss=-7.14, Synergy_Loewe=-25.3, Synergy_HSA=-4.85. (4) Drug 1: CC12CCC(CC1=CCC3C2CCC4(C3CC=C4C5=CN=CC=C5)C)O. Drug 2: CC1=C(C=C(C=C1)NC(=O)C2=CC=C(C=C2)CN3CCN(CC3)C)NC4=NC=CC(=N4)C5=CN=CC=C5. Cell line: OVCAR-4. Synergy scores: CSS=11.7, Synergy_ZIP=-2.58, Synergy_Bliss=-0.474, Synergy_Loewe=-2.09, Synergy_HSA=-0.727. (5) Drug 1: C1=CC=C(C=C1)NC(=O)CCCCCCC(=O)NO. Drug 2: C1CN(P(=O)(OC1)NCCCl)CCCl. Cell line: T-47D. Synergy scores: CSS=0.746, Synergy_ZIP=-0.0925, Synergy_Bliss=0.436, Synergy_Loewe=-16.6, Synergy_HSA=-6.51. (6) Drug 1: CCCCC(=O)OCC(=O)C1(CC(C2=C(C1)C(=C3C(=C2O)C(=O)C4=C(C3=O)C=CC=C4OC)O)OC5CC(C(C(O5)C)O)NC(=O)C(F)(F)F)O. Drug 2: N.N.Cl[Pt+2]Cl. Cell line: SW-620. Synergy scores: CSS=44.9, Synergy_ZIP=-3.44, Synergy_Bliss=-0.527, Synergy_Loewe=-0.751, Synergy_HSA=3.48. (7) Drug 1: CC(CN1CC(=O)NC(=O)C1)N2CC(=O)NC(=O)C2. Drug 2: CCC1(CC2CC(C3=C(CCN(C2)C1)C4=CC=CC=C4N3)(C5=C(C=C6C(=C5)C78CCN9C7C(C=CC9)(C(C(C8N6C)(C(=O)OC)O)OC(=O)C)CC)OC)C(=O)OC)O.OS(=O)(=O)O. Cell line: HCT116. Synergy scores: CSS=59.1, Synergy_ZIP=-0.797, Synergy_Bliss=-2.83, Synergy_Loewe=-7.83, Synergy_HSA=0.778. (8) Drug 1: CC(CN1CC(=O)NC(=O)C1)N2CC(=O)NC(=O)C2. Drug 2: CC12CCC3C(C1CCC2O)C(CC4=C3C=CC(=C4)O)CCCCCCCCCS(=O)CCCC(C(F)(F)F)(F)F. Cell line: OVCAR-4. Synergy scores: CSS=8.67, Synergy_ZIP=-3.75, Synergy_Bliss=-3.10, Synergy_Loewe=-2.39, Synergy_HSA=-2.55. (9) Drug 1: CC1=CC=C(C=C1)C2=CC(=NN2C3=CC=C(C=C3)S(=O)(=O)N)C(F)(F)F. Drug 2: C1CC(C1)(C(=O)O)C(=O)O.[NH2-].[NH2-].[Pt+2]. Cell line: HT29. Synergy scores: CSS=10.7, Synergy_ZIP=3.79, Synergy_Bliss=-2.17, Synergy_Loewe=-0.803, Synergy_HSA=-0.0957.